From a dataset of Catalyst prediction with 721,799 reactions and 888 catalyst types from USPTO. Predict which catalyst facilitates the given reaction. (1) Reactant: [CH2:1]([O:8][C:9]1[CH:10]=[C:11]([CH:23]([CH:25]2[CH2:27][CH2:26]2)O)[N:12]=[N:13][C:14]=1[O:15][CH2:16][C:17]1[CH:22]=[CH:21][CH:20]=[CH:19][CH:18]=1)[C:2]1[CH:7]=[CH:6][CH:5]=[CH:4][CH:3]=1.C(N(CC)CC)C.CS(Cl)(=O)=O. Product: [CH2:16]([O:15][C:14]1[N:13]=[N:12][C:11]([CH:23]=[C:25]2[CH2:27][CH2:26]2)=[CH:10][C:9]=1[O:8][CH2:1][C:2]1[CH:3]=[CH:4][CH:5]=[CH:6][CH:7]=1)[C:17]1[CH:18]=[CH:19][CH:20]=[CH:21][CH:22]=1. The catalyst class is: 4. (2) Reactant: [CH3:1][O:2][C:3]1[CH:4]=[C:5]([C:11]2[NH:12][C:13](=O)[C:14]3[N:15]([N:17]=[CH:18][CH:19]=3)[CH:16]=2)[CH:6]=[CH:7][C:8]=1[O:9][CH3:10].P(Cl)(Cl)([Cl:23])=O. Product: [Cl:23][C:13]1[C:14]2[N:15]([N:17]=[CH:18][CH:19]=2)[CH:16]=[C:11]([C:5]2[CH:6]=[CH:7][C:8]([O:9][CH3:10])=[C:3]([O:2][CH3:1])[CH:4]=2)[N:12]=1. The catalyst class is: 6.